Dataset: Forward reaction prediction with 1.9M reactions from USPTO patents (1976-2016). Task: Predict the product of the given reaction. (1) Given the reactants [C:1]([C:4]1[CH:9]=[CH:8][C:7]([N:10]2[CH:15]=[CH:14][C:13](=[O:16])[CH:12]=[CH:11]2)=[CH:6][CH:5]=1)(=O)[CH3:2].[CH3:17][C:18]1[N:19]=[C:20]([C:26]2S[CH:28]=[CH:29][CH:30]=2)S[C:22]=1[C:23](=O)[CH3:24].[NH3:31], predict the reaction product. The product is: [CH3:17][C@@H:18]1[CH2:22][CH2:23][CH2:24][N:19]1[CH2:20][CH2:26][C:30]1[CH:1]=[C:4]2[C:9](=[CH:28][CH:29]=1)[N:31]=[C:1]([C:4]1[CH:9]=[CH:8][C:7]([N:10]3[CH:15]=[CH:14][C:13](=[O:16])[CH:12]=[CH:11]3)=[CH:6][CH:5]=1)[CH:2]=[CH:5]2. (2) Given the reactants [CH3:1][O:2][C:3]1[CH:4]=[C:5](Br)[CH:6]=[CH:7][CH:8]=1.[S:10]1[CH:14]=[CH:13][CH:12]=[C:11]1B(O)O, predict the reaction product. The product is: [CH3:1][O:2][C:3]1[CH:4]=[C:5]([C:11]2[S:10][CH:14]=[CH:13][CH:12]=2)[CH:6]=[CH:7][CH:8]=1. (3) Given the reactants Cl[C:2]1[C:11]2[C:6](=[N:7][CH:8]=[CH:9][CH:10]=2)[N:5]=[C:4]([CH:12]2[CH2:14][CH2:13]2)[C:3]=1[CH3:15].[O:16]1[CH2:21][CH2:20][N:19]([C:22]2[CH:27]=[C:26]([NH2:28])[C:25]([C:29]3[CH:30]=[N:31][CH:32]=[N:33][CH:34]=3)=[CH:24][N:23]=2)[CH2:18][CH2:17]1.CC(C1C=C(C(C)C)C(C2C=CC=CC=2P(C2CCCCC2)C2CCCCC2)=C(C(C)C)C=1)C.CC(C)([O-])C.[Na+], predict the reaction product. The product is: [CH:12]1([C:4]2[C:3]([CH3:15])=[C:2]([NH:28][C:26]3[C:25]([C:29]4[CH:34]=[N:33][CH:32]=[N:31][CH:30]=4)=[CH:24][N:23]=[C:22]([N:19]4[CH2:18][CH2:17][O:16][CH2:21][CH2:20]4)[CH:27]=3)[C:11]3[C:6](=[N:7][CH:8]=[CH:9][CH:10]=3)[N:5]=2)[CH2:14][CH2:13]1. (4) Given the reactants Cl.[S:2]1[CH:6]=[CH:5][C:4]2[C:7]([N:11]3[CH2:16][CH2:15][NH:14][CH2:13][CH2:12]3)=[CH:8][CH:9]=[CH:10][C:3]1=2.[OH-].[Na+].[C:19]([O:23][CH2:24][CH3:25])(=[O:22])[CH:20]=[CH2:21], predict the reaction product. The product is: [S:2]1[CH:6]=[CH:5][C:4]2[C:7]([N:11]3[CH2:16][CH2:15][N:14]([CH2:21][CH2:20][C:19]([O:23][CH2:24][CH3:25])=[O:22])[CH2:13][CH2:12]3)=[CH:8][CH:9]=[CH:10][C:3]1=2. (5) Given the reactants Br[C:2]1[CH:11]=[C:10]2[C:5]([CH:6]=[CH:7][C:8](=[O:30])[N:9]2[CH2:12][CH2:13][N:14]2[CH2:19][CH2:18][C@H:17]([NH:20][C:21](=[O:27])[O:22][C:23]([CH3:26])([CH3:25])[CH3:24])[C@H:16]([O:28][CH3:29])[CH2:15]2)=[CH:4][CH:3]=1.[C-:31]#[N:32].[K+], predict the reaction product. The product is: [C:31]([C:2]1[CH:11]=[C:10]2[C:5]([CH:6]=[CH:7][C:8](=[O:30])[N:9]2[CH2:12][CH2:13][N:14]2[CH2:19][CH2:18][C@H:17]([NH:20][C:21](=[O:27])[O:22][C:23]([CH3:24])([CH3:26])[CH3:25])[C@H:16]([O:28][CH3:29])[CH2:15]2)=[CH:4][CH:3]=1)#[N:32]. (6) Given the reactants [OH:1][C:2]([C:12]1[CH:17]=[CH:16][C:15]([N:18]([CH2:22][C:23]2[CH:28]=[CH:27][CH:26]=[CH:25][CH:24]=2)[CH2:19][C:20]#[N:21])=[CH:14][CH:13]=1)([CH3:11])[CH2:3][NH:4][S:5]([CH:8]([CH3:10])[CH3:9])(=[O:7])=[O:6].[H-].[Al+3].[Li+].[H-].[H-].[H-].O.[OH-].[Na+], predict the reaction product. The product is: [NH2:21][CH2:20][CH2:19][N:18]([CH2:22][C:23]1[CH:24]=[CH:25][CH:26]=[CH:27][CH:28]=1)[C:15]1[CH:14]=[CH:13][C:12]([C:2]([OH:1])([CH3:11])[CH2:3][NH:4][S:5]([CH:8]([CH3:9])[CH3:10])(=[O:7])=[O:6])=[CH:17][CH:16]=1. (7) Given the reactants [Cl:1][C:2]1[C:11]2[C:6](=[CH:7][CH:8]=[C:9](I)[CH:10]=2)[N:5]=[C:4]([O:13][CH3:14])[C:3]=1[CH2:15][CH2:16][C:17]([F:20])([F:19])[F:18].[Li]CCCC.[Cl:26][C:27]1[CH:32]=[CH:31][C:30]([C:33]([C:35]2[N:39]([CH3:40])[CH:38]=[N:37][CH:36]=2)=[O:34])=[CH:29][CH:28]=1, predict the reaction product. The product is: [Cl:1][C:2]1[C:11]2[C:6](=[CH:7][CH:8]=[C:9]([C:33]([C:30]3[CH:31]=[CH:32][C:27]([Cl:26])=[CH:28][CH:29]=3)([C:35]3[N:39]([CH3:40])[CH:38]=[N:37][CH:36]=3)[OH:34])[CH:10]=2)[N:5]=[C:4]([O:13][CH3:14])[C:3]=1[CH2:15][CH2:16][C:17]([F:20])([F:19])[F:18]. (8) The product is: [CH2:1]([NH:15][CH:14]([OH:17])[CH3:12])[CH2:2][CH2:3][CH2:4][CH2:5][CH2:6][CH2:7][CH2:8][CH2:9][CH3:10]. Given the reactants [CH:1](=O)[CH2:2][CH2:3][CH2:4][CH2:5][CH2:6][CH2:7][CH2:8][CH2:9][CH3:10].[CH2:12]([CH2:14][NH2:15])O.C[OH:17], predict the reaction product. (9) Given the reactants [C:1]([O:5][C:6](=[O:25])[NH:7][C:8]1[CH:13]=[C:12]([O:14][CH2:15][C:16]([F:19])([F:18])[F:17])[C:11]([C:20]([F:23])([F:22])[F:21])=[CH:10][C:9]=1[NH2:24])([CH3:4])([CH3:3])[CH3:2].C([O:30][C:31](=O)[CH2:32][C:33](=[O:46])[C:34]1[CH:39]=[CH:38][CH:37]=[C:36]([C:40]2[CH:41]=[N:42][CH:43]=[CH:44][CH:45]=2)[CH:35]=1)(C)(C)C, predict the reaction product. The product is: [C:1]([O:5][C:6](=[O:25])[NH:7][C:8]1[CH:13]=[C:12]([O:14][CH2:15][C:16]([F:18])([F:17])[F:19])[C:11]([C:20]([F:22])([F:23])[F:21])=[CH:10][C:9]=1[NH:24][C:31](=[O:30])[CH2:32][C:33](=[O:46])[C:34]1[CH:39]=[CH:38][CH:37]=[C:36]([C:40]2[CH:41]=[N:42][CH:43]=[CH:44][CH:45]=2)[CH:35]=1)([CH3:4])([CH3:2])[CH3:3].